This data is from Full USPTO retrosynthesis dataset with 1.9M reactions from patents (1976-2016). The task is: Predict the reactants needed to synthesize the given product. (1) Given the product [CH2:12]([C:9]1[NH:8][C:4]2[N:5]=[CH:6][N:7]=[C:2]([NH:14][C:15]3[C:24]([O:25][CH3:26])=[CH:23][C:18]4[NH:19][C:20](=[O:22])[S:21][C:17]=4[CH:16]=3)[C:3]=2[C:10]=1[CH3:11])[CH3:13], predict the reactants needed to synthesize it. The reactants are: Cl[C:2]1[C:3]2[C:10]([CH3:11])=[C:9]([CH2:12][CH3:13])[NH:8][C:4]=2[N:5]=[CH:6][N:7]=1.[NH2:14][C:15]1[C:24]([O:25][CH3:26])=[CH:23][C:18]2[NH:19][C:20](=[O:22])[S:21][C:17]=2[CH:16]=1. (2) Given the product [C:19]([NH:1][C@@H:2]([CH2:7][CH2:8][CH2:9][CH2:10][CH3:11])[CH2:3][C:4]([OH:6])=[O:5])([O:18][C:15]([CH3:17])([CH3:16])[CH3:14])=[O:20], predict the reactants needed to synthesize it. The reactants are: [NH2:1][C@@H:2]([CH2:7][CH2:8][CH2:9][CH2:10][CH3:11])[CH2:3][C:4]([OH:6])=[O:5].[OH-].[Na+].[CH3:14][C:15]([O:18][C:19](O[C:19]([O:18][C:15]([CH3:17])([CH3:16])[CH3:14])=[O:20])=[O:20])([CH3:17])[CH3:16]. (3) Given the product [C:14]([C@@H:4]1[CH2:3][C:2]([F:18])([F:1])[CH2:6][N:5]1[C:7]([O:9][C:10]([CH3:13])([CH3:12])[CH3:11])=[O:8])(=[O:15])[NH2:19], predict the reactants needed to synthesize it. The reactants are: [F:1][C:2]1([F:18])[CH2:6][N:5]([C:7]([O:9][C:10]([CH3:13])([CH3:12])[CH3:11])=[O:8])[C@H:4]([C:14](OC)=[O:15])[CH2:3]1.[NH3:19].CO.